From a dataset of Forward reaction prediction with 1.9M reactions from USPTO patents (1976-2016). Predict the product of the given reaction. (1) Given the reactants [CH:1]1([C@@H:7]([NH:9][CH2:10][C:11]([CH3:14])([CH3:13])O)[CH3:8])[CH2:6][CH2:5][CH2:4][CH2:3][CH2:2]1.O=S(Cl)[Cl:17].[Cl:19][C:20]1[C:25]([Cl:26])=[CH:24][CH:23]=[CH:22][C:21]=1[N:27]=[C:28]=[S:29], predict the reaction product. The product is: [ClH:17].[Cl:19][C:20]1[C:25]([Cl:26])=[CH:24][CH:23]=[CH:22][C:21]=1[N:27]=[C:28]1[N:9]([C@H:7]([CH:1]2[CH2:6][CH2:5][CH2:4][CH2:3][CH2:2]2)[CH3:8])[CH2:10][C:11]([CH3:14])([CH3:13])[S:29]1. (2) Given the reactants F[C:2]1[CH:7]=[CH:6][CH:5]=[CH:4][C:3]=1[N+:8]([O-:10])=[O:9].CCN(C(C)C)C(C)C.[NH2:20][CH:21]1[CH2:26][CH2:25][CH2:24][N:23]([C:27]([O:29][C:30]([CH3:33])([CH3:32])[CH3:31])=[O:28])[CH2:22]1.O, predict the reaction product. The product is: [N+:8]([C:3]1[CH:4]=[CH:5][CH:6]=[CH:7][C:2]=1[NH:20][CH:21]1[CH2:26][CH2:25][CH2:24][N:23]([C:27]([O:29][C:30]([CH3:33])([CH3:32])[CH3:31])=[O:28])[CH2:22]1)([O-:10])=[O:9]. (3) Given the reactants [F:1][C:2]([F:7])([F:6])[C:3]([OH:5])=[O:4].[CH3:8][O:9][CH2:10][CH2:11][CH:12]([N:19]1[CH:23]=[C:22]([C:24]2[C:25]3[CH:32]=[CH:31][N:30](COCC[Si](C)(C)C)[C:26]=3[N:27]=[CH:28][N:29]=2)[CH:21]=[N:20]1)[C:13]1[CH:18]=[CH:17][CH:16]=[CH:15][CH:14]=1.C(Cl)Cl.CO.C(N)CN, predict the reaction product. The product is: [F:1][C:2]([F:7])([F:6])[C:3]([OH:5])=[O:4].[CH3:8][O:9][CH2:10][CH2:11][CH:12]([N:19]1[CH:23]=[C:22]([C:24]2[C:25]3[CH:32]=[CH:31][NH:30][C:26]=3[N:27]=[CH:28][N:29]=2)[CH:21]=[N:20]1)[C:13]1[CH:14]=[CH:15][CH:16]=[CH:17][CH:18]=1. (4) Given the reactants [NH2:1][C:2]1[CH:7]=[CH:6][C:5]([OH:8])=[C:4]([CH:9]([CH3:11])[CH3:10])[CH:3]=1.[CH:12](C1C=CC=CC=1O)(C)C, predict the reaction product. The product is: [NH2:1][C:2]1[CH:7]=[CH:6][C:5]([OH:8])=[C:4]([C:9]([CH3:12])([CH3:11])[CH3:10])[CH:3]=1. (5) The product is: [S:11]([C:12]1[CH:20]=[CH:19][CH:18]=[CH:17][C:13]=1[C:14]([OH:16])=[O:15])[C:2]1[CH:10]=[CH:9][CH:8]=[CH:7][C:3]=1[C:4]([OH:6])=[O:5]. Given the reactants Br[C:2]1[CH:10]=[CH:9][CH:8]=[CH:7][C:3]=1[C:4]([OH:6])=[O:5].[SH:11][C:12]1[CH:20]=[CH:19][CH:18]=[CH:17][C:13]=1[C:14]([OH:16])=[O:15].C(=O)([O-])[O-].[K+].[K+], predict the reaction product. (6) Given the reactants [Br:1]Br.[CH2:3]([O:15][C:16]1[CH:21]=[CH:20][C:19]([C:22]2[S:23][C:24]3[CH:30]=[CH:29][CH:28]=[CH:27][C:25]=3[N:26]=2)=[CH:18][CH:17]=1)[CH2:4][CH2:5][CH2:6][CH2:7][CH2:8][CH2:9][CH2:10][CH2:11][CH2:12][CH2:13][CH3:14].S(S([O-])=O)([O-])(=O)=O.[Na+].[Na+], predict the reaction product. The product is: [Br:1][C:29]1[CH:28]=[CH:27][C:25]2[N:26]=[C:22]([C:19]3[CH:18]=[CH:17][C:16]([O:15][CH2:3][CH2:4][CH2:5][CH2:6][CH2:7][CH2:8][CH2:9][CH2:10][CH2:11][CH2:12][CH2:13][CH3:14])=[CH:21][CH:20]=3)[S:23][C:24]=2[CH:30]=1. (7) Given the reactants [Cl:1][C:2]1[CH:7]=[CH:6][C:5]([CH2:8][C@@H:9]([NH:30]C(OC(C)(C)C)=O)[C:10]([N:12]2[CH2:17][CH2:16][N:15]([C:18]3[CH:23]=[CH:22][CH:21]=[CH:20][C:19]=3[N:24]([CH3:29])[S:25]([CH3:28])(=[O:27])=[O:26])[CH2:14][CH2:13]2)=[O:11])=[CH:4][CH:3]=1.Cl.CCN(C(C)C)C(C)C.[N:48]1([C:61]([O:63][C:64]([CH3:67])([CH3:66])[CH3:65])=[O:62])[CH2:57][C:56]2[C:51](=[CH:52][CH:53]=[CH:54][CH:55]=2)[CH2:50][C@H:49]1[C:58]([OH:60])=O.CCN=C=NCCCN(C)C.CI.C1C=NC2N(O)N=NC=2C=1, predict the reaction product. The product is: [Cl:1][C:2]1[CH:7]=[CH:6][C:5]([CH2:8][C@@H:9]([NH:30][C:58]([CH:49]2[CH2:50][C:51]3[C:56](=[CH:55][CH:54]=[CH:53][CH:52]=3)[CH2:57][N:48]2[C:61]([O:63][C:64]([CH3:67])([CH3:66])[CH3:65])=[O:62])=[O:60])[C:10]([N:12]2[CH2:17][CH2:16][N:15]([C:18]3[CH:23]=[CH:22][CH:21]=[CH:20][C:19]=3[N:24]([CH3:29])[S:25]([CH3:28])(=[O:26])=[O:27])[CH2:14][CH2:13]2)=[O:11])=[CH:4][CH:3]=1. (8) Given the reactants [Si]([O:8][CH2:9][C@@H:10]1[O:14][C:13](=[O:15])[N:12]([C:16]2[CH:21]=[CH:20][C:19]([C:22]3[CH:27]=[CH:26][C:25]([N:28]4[CH2:32][C@H:31]([CH2:33][N:34]5[CH:38]=[C:37]([CH3:39])[N:36]=[N:35]5)[O:30][C:29]4=[O:40])=[CH:24][CH:23]=3)=[CH:18][CH:17]=2)[CH2:11]1)(C(C)(C)C)(C)C.[F-:41].C([N+](CCCC)(CCCC)CCCC)CCC, predict the reaction product. The product is: [F:41][C:23]1[CH:24]=[C:25]([N:28]2[CH2:32][C@H:31]([CH2:33][N:34]3[CH:38]=[C:37]([CH3:39])[N:36]=[N:35]3)[O:30][C:29]2=[O:40])[CH:26]=[CH:27][C:22]=1[C:19]1[CH:20]=[CH:21][C:16]([N:12]2[CH2:11][C@H:10]([CH2:9][OH:8])[O:14][C:13]2=[O:15])=[CH:17][CH:18]=1.